Dataset: Forward reaction prediction with 1.9M reactions from USPTO patents (1976-2016). Task: Predict the product of the given reaction. Given the reactants CS(C)=O.C(Cl)(=O)C(Cl)=O.[Cl:11][C:12]1[CH:13]=[C:14]([CH2:26][OH:27])[CH:15]=[C:16]([CH2:18][O:19][CH:20]2[CH2:25][CH2:24][CH2:23][CH2:22][O:21]2)[CH:17]=1.C(N(CC)CC)C, predict the reaction product. The product is: [Cl:11][C:12]1[CH:13]=[C:14]([CH:15]=[C:16]([CH2:18][O:19][CH:20]2[CH2:25][CH2:24][CH2:23][CH2:22][O:21]2)[CH:17]=1)[CH:26]=[O:27].